From a dataset of hERG Central: cardiac toxicity at 1µM, 10µM, and general inhibition. Predict hERG channel inhibition at various concentrations. (1) The molecule is Cc1ccc(S(=O)(=O)Cc2ccc(C(=O)N3CCc4ccccc4C3)o2)cc1. Results: hERG_inhib (hERG inhibition (general)): blocker. (2) The drug is O=C1N=C(N2CCN(c3ccccc3)CC2)SC1Cc1ccccc1. Results: hERG_inhib (hERG inhibition (general)): blocker. (3) Results: hERG_inhib (hERG inhibition (general)): blocker. The drug is O=C(CCc1ccncc1)N1CCCC(Nc2ccc(F)c(F)c2)C1.